From a dataset of Reaction yield outcomes from USPTO patents with 853,638 reactions. Predict the reaction yield, written as a fraction of the theoretical maximum amount of product (1.0 means a 100% yield; for example, 0.34 means a 34% yield). (1) The reactants are C(O[C:9]([NH:11][C@H:12]1[CH2:18][CH2:17][CH2:16][N:15]([C:19]([O:21][C:22]([CH3:25])([CH3:24])[CH3:23])=[O:20])[CH2:14][CH2:13]1)=O)C1C=CC=CC=1.Cl[C:27]1[N:31](C)[N:30]=[CH:29][C:28]=1[N+:33]([O-:35])=[O:34]. No catalyst specified. The product is [CH3:29][N:30]1[C:9]([NH:11][C@H:12]2[CH2:18][CH2:17][CH2:16][N:15]([C:19]([O:21][C:22]([CH3:23])([CH3:24])[CH3:25])=[O:20])[CH2:14][CH2:13]2)=[C:28]([N+:33]([O-:35])=[O:34])[CH:27]=[N:31]1. The yield is 0.490. (2) The reactants are C1(C(=[N:14][C:15]2[N:16]=[CH:17][C:18]([N:21]3[CH2:26][CH2:25][N:24]([C:27]([O:29][C:30]([CH3:33])([CH3:32])[CH3:31])=[O:28])[CH2:23][CH2:22]3)=[N:19][CH:20]=2)C2C=CC=CC=2)C=CC=CC=1.C([O-])(=O)C.[Na+].Cl.NO. The catalyst is CO. The product is [NH2:14][C:15]1[N:16]=[CH:17][C:18]([N:21]2[CH2:22][CH2:23][N:24]([C:27]([O:29][C:30]([CH3:33])([CH3:32])[CH3:31])=[O:28])[CH2:25][CH2:26]2)=[N:19][CH:20]=1. The yield is 0.710. (3) The reactants are Cl[C:2]1[N:3]([C:14]2[CH:19]=[CH:18][CH:17]=[CH:16][CH:15]=2)[C:4]2[C:9]([C:10]=1[CH:11]=[O:12])=[CH:8][C:7]([CH3:13])=[CH:6][CH:5]=2.[NH:20]1[CH2:25][CH2:24][NH:23][CH2:22][CH2:21]1. No catalyst specified. The product is [CH3:13][C:7]1[CH:8]=[C:9]2[C:4](=[CH:5][CH:6]=1)[N:3]([C:14]1[CH:19]=[CH:18][CH:17]=[CH:16][CH:15]=1)[C:2]([N:20]1[CH2:25][CH2:24][NH:23][CH2:22][CH2:21]1)=[C:10]2[CH:11]=[O:12]. The yield is 0.630. (4) The reactants are FC(F)(F)S(O[C:7]1[CH:12]=[CH:11][C:10]([N:13]2[C:19](=[O:20])[C:18]3[C:21]([NH2:25])=[N:22][CH:23]=[N:24][C:17]=3[O:16][CH2:15][CH2:14]2)=[CH:9][C:8]=1[F:26])(=O)=O.[Cl:29][C:30]1[CH:35]=[CH:34][CH:33]=[CH:32][C:31]=1B(O)O.P([O-])([O-])([O-])=O.[K+].[K+].[K+]. The catalyst is COCCOC.Cl[Pd]Cl.C1(P(C2C=CC=CC=2)[C-]2C=CC=C2)C=CC=CC=1.[C-]1(P(C2C=CC=CC=2)C2C=CC=CC=2)C=CC=C1.[Fe+2]. The product is [NH2:25][C:21]1[C:18]2[C:19](=[O:20])[N:13]([C:10]3[CH:11]=[CH:12][C:7]([C:31]4[CH:32]=[CH:33][CH:34]=[CH:35][C:30]=4[Cl:29])=[C:8]([F:26])[CH:9]=3)[CH2:14][CH2:15][O:16][C:17]=2[N:24]=[CH:23][N:22]=1. The yield is 0.478. (5) The reactants are [CH2:1]([NH:3][C:4]1[C:9]([CH:10]=O)=[C:8]([CH3:12])[N:7]=[C:6]([S:13][CH3:14])[N:5]=1)[CH3:2].[C:15]([CH:20]=P(C1C=CC=CC=1)(C1C=CC=CC=1)C1C=CC=CC=1)([O:17][CH2:18][CH3:19])=[O:16]. The catalyst is C1COCC1. The product is [CH2:18]([O:17][C:15](=[O:16])/[CH:20]=[CH:10]/[C:9]1[C:4]([NH:3][CH2:1][CH3:2])=[N:5][C:6]([S:13][CH3:14])=[N:7][C:8]=1[CH3:12])[CH3:19]. The yield is 0.910. (6) The yield is 0.850. The reactants are [CH2:1]([O:8][C:9]([NH:11][C:12]1[C:13]([C:23]([O:25]CC)=[O:24])=[N:14][C:15]2[C:20]([CH:21]=1)=[CH:19][CH:18]=[C:17](Br)[CH:16]=2)=[O:10])[C:2]1[CH:7]=[CH:6][CH:5]=[CH:4][CH:3]=1.[O-]P([O-])([O-])=O.[K+].[K+].[K+].[CH:36](B1OC(C)(C)C(C)(C)O1)=[CH2:37].CC(O)=O. The product is [CH2:1]([O:8][C:9]([NH:11][C:12]1[C:13]([C:23]([OH:25])=[O:24])=[N:14][C:15]2[C:20]([CH:21]=1)=[CH:19][CH:18]=[C:17]([CH:36]=[CH2:37])[CH:16]=2)=[O:10])[C:2]1[CH:7]=[CH:6][CH:5]=[CH:4][CH:3]=1. The catalyst is O1CCOCC1.CC(C1C=C(C(C)C)C(C2C=CC=C(P(C3CCCCC3)C3CCCCC3)C=2)=C(C(C)C)C=1)C.C1C=[C-]C(C2C(N)=CC=CC=2)=CC=1.Cl[Pd+]. (7) The reactants are FC(F)(F)S(O[C:7]1[CH2:12][CH2:11][C:10]([C:14]2[C:19]([Cl:20])=[CH:18][CH:17]=[CH:16][N:15]=2)([F:13])[CH2:9][CH:8]=1)(=O)=O.[F:23][C:24]([F:33])([F:32])[C:25]1[CH:31]=CC(N)=[CH:27][CH:26]=1.C([N:36]([CH2:39]C)[CH2:37][CH3:38])C.C1(P(C2CCCCC2)C2C=CC=CC=2C2C=CC=CC=2N(C)C)CCCCC1.[C]=[O:70]. The catalyst is CN(C)C=O.ClCCl.C([O-])(=O)C.[Pd+2].C([O-])(=O)C.C(OCC)(=O)C. The product is [Cl:20][C:19]1[C:14]([C:10]2([F:13])[CH2:11][CH2:12][C:7]([C:39]([NH:36][C:37]3[CH:38]=[CH:31][C:25]([C:24]([F:33])([F:32])[F:23])=[CH:26][CH:27]=3)=[O:70])=[CH:8][CH2:9]2)=[N:15][CH:16]=[CH:17][CH:18]=1. The yield is 0.810.